This data is from Full USPTO retrosynthesis dataset with 1.9M reactions from patents (1976-2016). The task is: Predict the reactants needed to synthesize the given product. (1) The reactants are: [OH:1][C:2]1[CH:10]=[CH:9][C:5]2[N:6]=[CH:7][S:8][C:4]=2[C:3]=1[I:11].Cl[C:13]1[C:22]2[C:17](=[CH:18][C:19]([O:25][CH3:26])=[C:20]([O:23][CH3:24])[CH:21]=2)[N:16]=[CH:15][CH:14]=1. Given the product [I:11][C:3]1[C:4]2[S:8][CH:7]=[N:6][C:5]=2[CH:9]=[CH:10][C:2]=1[O:1][C:13]1[C:22]2[C:17](=[CH:18][C:19]([O:25][CH3:26])=[C:20]([O:23][CH3:24])[CH:21]=2)[N:16]=[CH:15][CH:14]=1, predict the reactants needed to synthesize it. (2) Given the product [Cl:15][C:12]1[CH:13]=[CH:14][C:9]([C:7]2[N:32]=[C:30]([CH2:29][C:24]3[CH:25]=[CH:26][CH:27]=[CH:28][C:23]=3[O:16][C:17]3[CH:22]=[CH:21][CH:20]=[CH:19][CH:18]=3)[S:31][C:2]=2[CH2:3][C:4]([OH:6])=[O:5])=[CH:10][CH:11]=1, predict the reactants needed to synthesize it. The reactants are: Br[CH:2]([C:7]([C:9]1[CH:14]=[CH:13][C:12]([Cl:15])=[CH:11][CH:10]=1)=O)[CH2:3][C:4]([OH:6])=[O:5].[O:16]([C:23]1[CH:28]=[CH:27][CH:26]=[CH:25][C:24]=1[CH2:29][C:30]([NH2:32])=[S:31])[C:17]1[CH:22]=[CH:21][CH:20]=[CH:19][CH:18]=1. (3) Given the product [CH2:1]([O:8][C:9]1[CH:10]=[CH:11][C:12]([C:13]2[O:14][CH:32]=[N:31][CH:30]=2)=[CH:15][CH:16]=1)[C:2]1[CH:3]=[CH:4][CH:5]=[CH:6][CH:7]=1, predict the reactants needed to synthesize it. The reactants are: [CH2:1]([O:8][C:9]1[CH:16]=[CH:15][C:12]([CH:13]=[O:14])=[CH:11][CH:10]=1)[C:2]1[CH:7]=[CH:6][CH:5]=[CH:4][CH:3]=1.C[O-].[Na+].CC1C=CC(S([CH2:30][N+:31]#[C-:32])(=O)=O)=CC=1.O. (4) The reactants are: [O:1]=[C:2]1[CH2:10][C:9]([CH3:12])([CH3:11])[CH2:8][C:7]2[NH:6][CH:5]=[C:4]([C:13]([OH:15])=O)[C:3]1=2.C(N(CC)CC)C.ClC(OCC)=O.[F:29][C:30]1[CH:36]=[CH:35][CH:34]=[CH:33][C:31]=1[NH2:32].Cl. Given the product [F:29][C:30]1[CH:36]=[CH:35][CH:34]=[CH:33][C:31]=1[NH:32][C:13]([C:4]1[C:3]2[C:2](=[O:1])[CH2:10][C:9]([CH3:11])([CH3:12])[CH2:8][C:7]=2[NH:6][CH:5]=1)=[O:15], predict the reactants needed to synthesize it. (5) Given the product [C:22]([O:21][C:19]([NH:1][CH2:2][CH:3]([CH2:9][C:10]1[CH:15]=[C:14]([Cl:16])[CH:13]=[CH:12][C:11]=1[O:17][CH3:18])[C:4]([OH:6])=[O:5])=[O:20])([CH3:25])([CH3:24])[CH3:23], predict the reactants needed to synthesize it. The reactants are: [NH2:1][CH2:2][CH:3]([CH2:9][C:10]1[CH:15]=[C:14]([Cl:16])[CH:13]=[CH:12][C:11]=1[O:17][CH3:18])[C:4]([O:6]CC)=[O:5].[C:19](O[C:19]([O:21][C:22]([CH3:25])([CH3:24])[CH3:23])=[O:20])([O:21][C:22]([CH3:25])([CH3:24])[CH3:23])=[O:20].[OH-].[Na+].